From a dataset of Full USPTO retrosynthesis dataset with 1.9M reactions from patents (1976-2016). Predict the reactants needed to synthesize the given product. (1) Given the product [C:21]([CH2:2][C@H:3]1[CH2:7][CH2:6][C@H:5]([CH2:8][CH2:9][C:10]2[CH:15]=[C:14]([F:16])[CH:13]=[CH:12][C:11]=2[O:17][CH3:18])[O:4]1)#[N:22], predict the reactants needed to synthesize it. The reactants are: Br[CH2:2][CH:3]1[CH2:7][CH2:6][CH:5]([CH2:8][CH2:9][C:10]2[CH:15]=[C:14]([F:16])[CH:13]=[CH:12][C:11]=2[O:17][CH3:18])[O:4]1.[Na+].[I-].[C-:21]#[N:22].[K+].C(=O)(O)[O-].[Na+]. (2) Given the product [Cl:1][C:2]1[CH:3]=[C:4]2[C:10]([C:11]3[N:16]=[C:15]([NH:31][C@@H:32]([C:37]([CH3:40])([CH3:39])[CH3:38])[CH2:33][C:34]([OH:36])=[O:35])[C:14]([F:20])=[CH:13][N:12]=3)=[CH:9][N:8]([S:21]([C:24]3[CH:29]=[CH:28][C:27]([CH3:30])=[CH:26][CH:25]=3)(=[O:23])=[O:22])[C:5]2=[N:6][CH:7]=1, predict the reactants needed to synthesize it. The reactants are: [Cl:1][C:2]1[CH:3]=[C:4]2[C:10]([C:11]3[N:16]=[C:15](S(C)=O)[C:14]([F:20])=[CH:13][N:12]=3)=[CH:9][N:8]([S:21]([C:24]3[CH:29]=[CH:28][C:27]([CH3:30])=[CH:26][CH:25]=3)(=[O:23])=[O:22])[C:5]2=[N:6][CH:7]=1.[NH2:31][C@@H:32]([C:37]([CH3:40])([CH3:39])[CH3:38])[CH2:33][C:34]([OH:36])=[O:35].C([O-])([O-])=O.[Na+].[Na+].Cl. (3) Given the product [Br:1][C:2]1[C:10]2[N:9]=[C:8]([CH3:11])[N:7]([CH2:16][C:17]3[CH:22]=[CH:21][CH:20]=[C:19]([C:23]([F:24])([F:25])[F:26])[C:18]=3[CH3:27])[C:6]=2[CH:5]=[C:4]([N+:12]([O-:14])=[O:13])[CH:3]=1, predict the reactants needed to synthesize it. The reactants are: [Br:1][C:2]1[C:10]2[N:9]=[C:8]([CH3:11])[NH:7][C:6]=2[CH:5]=[C:4]([N+:12]([O-:14])=[O:13])[CH:3]=1.Br[CH2:16][C:17]1[CH:22]=[CH:21][CH:20]=[C:19]([C:23]([F:26])([F:25])[F:24])[C:18]=1[CH3:27].C(=O)([O-])[O-].[Cs+].[Cs+].O. (4) Given the product [Br-:1].[CH:4]1([CH2:3][CH2:2][P+:15]([C:16]2[CH:17]=[CH:18][CH:19]=[CH:20][CH:21]=2)([C:22]2[CH:27]=[CH:26][CH:25]=[CH:24][CH:23]=2)[C:9]2[CH:10]=[CH:11][CH:12]=[CH:13][CH:14]=2)[CH2:8][CH2:7][CH2:6][CH2:5]1, predict the reactants needed to synthesize it. The reactants are: [Br:1][CH2:2][CH2:3][CH:4]1[CH2:8][CH2:7][CH2:6][CH2:5]1.[C:9]1([P:15]([C:22]2[CH:27]=[CH:26][CH:25]=[CH:24][CH:23]=2)[C:16]2[CH:21]=[CH:20][CH:19]=[CH:18][CH:17]=2)[CH:14]=[CH:13][CH:12]=[CH:11][CH:10]=1.